This data is from Reaction yield outcomes from USPTO patents with 853,638 reactions. The task is: Predict the reaction yield, written as a fraction of the theoretical maximum amount of product (1.0 means a 100% yield; for example, 0.34 means a 34% yield). (1) The reactants are [CH2:1]([O:8][CH2:9][Li])[C:2]1[CH:7]=[CH:6][CH:5]=[CH:4][CH:3]=1.[Sn](COCC1C=CC=CC=1)(CCCC)(CCCC)CCCC.[Li]CCCC.[Br:38][C:39]1[CH:44]=[CH:43][C:42]([NH:45][C:46]2[C:47]([CH:56]=[O:57])=[CH:48][C:49]3[NH:53][CH:52]=[N:51][C:50]=3[C:54]=2[F:55])=[C:41]([Cl:58])[CH:40]=1. The catalyst is C1COCC1. The product is [CH2:1]([O:8][CH2:9][CH:56]([C:47]1[C:46]([NH:45][C:42]2[CH:43]=[CH:44][C:39]([Br:38])=[CH:40][C:41]=2[Cl:58])=[C:54]([F:55])[C:50]2[N:51]=[CH:52][NH:53][C:49]=2[CH:48]=1)[OH:57])[C:2]1[CH:7]=[CH:6][CH:5]=[CH:4][CH:3]=1. The yield is 0.680. (2) The reactants are NC1C=C(C)C2C(=CC3C(C=2)=CC=CC=3)C=1C#N.[C:19]([C:21]1[CH:26]=[CH:25][C:24]([CH3:27])=[CH:23][C:22]=1[NH:28][C:29](=O)[C:30]1[CH:35]=[CH:34][CH:33]=[CH:32][C:31]=1[O:36][CH3:37])#[N:20].C[O:40]C1C(C(Cl)=O)=CC=CC=1. The catalyst is N1C=CC=CC=1. The product is [CH3:37][O:36][C:31]1[CH:32]=[CH:33][CH:34]=[CH:35][C:30]=1[C:29]1[NH:20][C:19](=[O:40])[C:21]2[C:22](=[CH:23][C:24]([CH3:27])=[CH:25][CH:26]=2)[N:28]=1. The yield is 0.910. (3) The reactants are Br[C:2]1[CH:3]=[N:4][N:5]2[CH:10]=[CH:9][C:8]([NH:11][CH2:12][C@@H:13]3[CH2:17][CH2:16][CH2:15][N:14]3[C:18]([O:20][C:21]([CH3:24])([CH3:23])[CH3:22])=[O:19])=[N:7][C:6]=12.[NH2:25][CH2:26][C:27]1[CH:32]=[CH:31][C:30](B(O)O)=[CH:29][CH:28]=1. No catalyst specified. The product is [NH2:25][CH2:26][C:27]1[CH:32]=[CH:31][C:30]([C:2]2[CH:3]=[N:4][N:5]3[CH:10]=[CH:9][C:8]([NH:11][CH2:12][C@@H:13]4[CH2:17][CH2:16][CH2:15][N:14]4[C:18]([O:20][C:21]([CH3:24])([CH3:23])[CH3:22])=[O:19])=[N:7][C:6]=23)=[CH:29][CH:28]=1. The yield is 0.730.